Regression/Classification. Given a drug SMILES string, predict its toxicity properties. Task type varies by dataset: regression for continuous values (e.g., LD50, hERG inhibition percentage) or binary classification for toxic/non-toxic outcomes (e.g., AMES mutagenicity, cardiotoxicity, hepatotoxicity). Dataset: ames. From a dataset of Ames mutagenicity test results for genotoxicity prediction. (1) The molecule is COC(=O)CCCCC(=O)OC. The result is 0 (non-mutagenic). (2) The molecule is OC[C@H](O)CCl. The result is 1 (mutagenic). (3) The compound is [O-][N+](=Nc1ccc(Cl)c(Cl)c1)c1ccc(Cl)c(Cl)c1. The result is 0 (non-mutagenic). (4) The drug is COS(=O)(=O)C(F)(F)F. The result is 1 (mutagenic). (5) The result is 1 (mutagenic). The molecule is O=[N+]([O-])c1ccc(-c2nc(N(CCO)CCO)c3ccccc3n2)s1. (6) The drug is C=C1C(=O)OC2CCN3CC=C(COC(=O)C(C)(O)C(C)C1C)C23. The result is 0 (non-mutagenic).